From a dataset of Catalyst prediction with 721,799 reactions and 888 catalyst types from USPTO. Predict which catalyst facilitates the given reaction. Reactant: [Br:1][C:2]1[CH:11]=[CH:10][C:5]([C:6]([NH:8][NH2:9])=[O:7])=[CH:4][CH:3]=1.CN1CCCC1=O.[C:19](Cl)(=[O:26])[C:20]1[CH:25]=[CH:24][CH:23]=[CH:22][CH:21]=1. Product: [C:19]([NH:9][NH:8][C:6](=[O:7])[C:5]1[CH:10]=[CH:11][C:2]([Br:1])=[CH:3][CH:4]=1)(=[O:26])[C:20]1[CH:25]=[CH:24][CH:23]=[CH:22][CH:21]=1. The catalyst class is: 6.